This data is from Full USPTO retrosynthesis dataset with 1.9M reactions from patents (1976-2016). The task is: Predict the reactants needed to synthesize the given product. Given the product [Cl:1][C:2]1[CH:3]=[CH:4][C:5]2[C:6]3[N:25]=[C:24]4[C:19]([CH:20]=[CH:21][CH:22]=[CH:23]4)=[C:8]4[CH:9]=[C:10]([OH:17])[CH:11]=[C:12]([N:13]([CH3:16])[C:14]=2[CH:15]=1)[C:7]=34, predict the reactants needed to synthesize it. The reactants are: [Cl:1][C:2]1[CH:3]=[CH:4][C:5]2[C:6]3[N:25]=[C:24]4[C:19]([CH:20]=[CH:21][CH:22]=[CH:23]4)=[C:8]4[CH:9]=[C:10]([O:17]C)[CH:11]=[C:12]([N:13]([CH3:16])[C:14]=2[CH:15]=1)[C:7]=34.ClC1C=CC2C3N=C4C(C=CC=C4)=C4C=C(OC)C=C(NC=2C=1)C=34.[Cl-].[Al+3].[Cl-].[Cl-].